Task: Predict the reactants needed to synthesize the given product.. Dataset: Full USPTO retrosynthesis dataset with 1.9M reactions from patents (1976-2016) (1) Given the product [CH3:24][C:25]1[CH:26]=[C:27]([CH:29]=[CH:30][C:31]=1[CH3:32])[NH:28][C:44]1[C:45]2[C:50](=[CH:49][CH:48]=[CH:47][CH:46]=2)[C:41]([CH2:40][C:37]2[CH:38]=[CH:39][N:34]=[CH:35][CH:36]=2)=[N:42][N:43]=1, predict the reactants needed to synthesize it. The reactants are: O=P12OP3(OP(OP(O3)(O1)=O)(=O)O2)=O.Cl.C(N(CC)CC)C.Cl[CH2:24][C:25]1[CH:26]=[C:27]([CH:29]=[CH:30][C:31]=1[CH2:32]Cl)[NH2:28].[N:34]1[CH:39]=[CH:38][C:37]([CH2:40][C:41]2[C:50]3[C:45](=[CH:46][CH:47]=[CH:48][CH:49]=3)[C:44](=O)[NH:43][N:42]=2)=[CH:36][CH:35]=1.CN(C)C(=O)N(C)C.N. (2) Given the product [F:1][C:2]1[CH:7]=[CH:6][C:5]([I:8])=[CH:4][C:3]=1[NH2:9], predict the reactants needed to synthesize it. The reactants are: [F:1][C:2]1[CH:7]=[CH:6][C:5]([I:8])=[CH:4][C:3]=1[N+:9]([O-])=O. (3) Given the product [F:1][C:2]1[CH:7]=[CH:6][CH:5]=[CH:4][C:3]=1[C:8]1[CH:9]=[CH:10][C:11](=[O:14])[N:12]([C:25]2[N:21]([C:15]3[CH:16]=[CH:17][CH:18]=[CH:19][CH:20]=3)[N:22]=[CH:23][CH:24]=2)[CH:13]=1, predict the reactants needed to synthesize it. The reactants are: [F:1][C:2]1[CH:7]=[CH:6][CH:5]=[CH:4][C:3]=1[C:8]1[CH:9]=[CH:10][C:11](=[O:14])[NH:12][CH:13]=1.[C:15]1([N:21]2[C:25](B3OC(C)(C)C(C)(C)O3)=[CH:24][CH:23]=[N:22]2)[CH:20]=[CH:19][CH:18]=[CH:17][CH:16]=1. (4) The reactants are: [CH:1]([NH:3][NH:4][C:5](=[O:20])[C:6]([NH:9][C:10](=[O:19])[O:11][CH2:12][C:13]1[CH:18]=[CH:17][CH:16]=[CH:15][CH:14]=1)([CH3:8])[CH3:7])=O.C1C=CC(P(C2C=CC=CC=2)C2C=CC=CC=2)=CC=1.CCN(C(C)C)C(C)C.ClC(Cl)(Cl)C(Cl)(Cl)Cl. Given the product [O:20]1[CH:1]=[N:3][N:4]=[C:5]1[C:6]([NH:9][C:10](=[O:19])[O:11][CH2:12][C:13]1[CH:14]=[CH:15][CH:16]=[CH:17][CH:18]=1)([CH3:7])[CH3:8], predict the reactants needed to synthesize it. (5) The reactants are: [CH2:1]([C:3]1[C:8]([C:9]([OH:11])=O)=[CH:7][N:6]=[C:5]([S:12][CH3:13])[N:4]=1)[CH3:2].CN(C)C=O.C(Cl)(=O)C(Cl)=O.[CH3:25][C:26]1[C:30]([NH2:31])=[C:29]([CH3:32])[NH:28][N:27]=1. Given the product [CH3:25][C:26]1[C:30]([NH:31][C:9]([C:8]2[C:3]([CH2:1][CH3:2])=[N:4][C:5]([S:12][CH3:13])=[N:6][CH:7]=2)=[O:11])=[C:29]([CH3:32])[NH:28][N:27]=1, predict the reactants needed to synthesize it. (6) Given the product [Br:1][C:2]1[S:6][C:5]([N:7]([CH2:36][C@@H:32]([NH:33][C:39]([O:41][C:42]([CH3:43])([CH3:45])[CH3:44])=[O:40])[CH2:31][C:29]2[CH:28]=[CH:27][C:26]3[O:21][CH2:22][CH2:23][O:24][C:25]=3[CH:30]=2)[C:8](=[O:14])[O:9][C:10]([CH3:11])([CH3:13])[CH3:12])=[N:4][CH:3]=1, predict the reactants needed to synthesize it. The reactants are: [Br:1][C:2]1[S:6][C:5]([NH:7][C:8](=[O:14])[O:9][C:10]([CH3:13])([CH3:12])[CH3:11])=[N:4][CH:3]=1.C(=O)([O-])[O-].[Cs+].[Cs+].[O:21]1[C:26]2[CH:27]=[CH:28][C:29]([CH2:31][C@H:32]3[CH2:36]OS(=O)(=O)[N:33]3[C:39]([O:41][C:42]([CH3:45])([CH3:44])[CH3:43])=[O:40])=[CH:30][C:25]=2[O:24][CH2:23][CH2:22]1. (7) Given the product [CH2:34]([S:36]([N:16]1[CH2:17][CH2:18][CH2:19][CH:14]([CH2:13][C:9]2[C:8]3[C:12](=[C:4]([C:2]([NH2:1])=[O:3])[CH:5]=[C:6]([C:27]4[CH:32]=[CH:31][CH:30]=[CH:29][CH:28]=4)[CH:7]=3)[NH:11][CH:10]=2)[CH2:15]1)(=[O:38])=[O:37])[CH3:35], predict the reactants needed to synthesize it. The reactants are: [NH2:1][C:2]([C:4]1[CH:5]=[C:6]([C:27]2[CH:32]=[CH:31][CH:30]=[CH:29][CH:28]=2)[CH:7]=[C:8]2[C:12]=1[NH:11][CH:10]=[C:9]2[CH2:13][CH:14]1[CH2:19][CH2:18][CH2:17][N:16](C(OC(C)(C)C)=O)[CH2:15]1)=[O:3].Cl.[CH2:34]([S:36](Cl)(=[O:38])=[O:37])[CH3:35].CCN(CC)CC. (8) Given the product [CH3:5][C:3]1([OH:4])[CH2:2][C:1](=[O:9])[O:10][CH2:7][CH2:6]1, predict the reactants needed to synthesize it. The reactants are: [C:1]([O-:10])(=[O:9])[CH2:2][C@:3]([CH2:6][CH2:7]O)([CH3:5])[OH:4].O=C[C@@H]([C@H]([C@H](CO)O)O)O. (9) Given the product [CH3:1][O:2][C:3]([C:5]1[NH:6][CH:7]=[C:8]([C:10]([OH:12])=[O:11])[CH:9]=1)=[O:4], predict the reactants needed to synthesize it. The reactants are: [CH3:1][O:2][C:3]([C:5]1[NH:6][CH:7]=[C:8]([CH:10]=[O:11])[CH:9]=1)=[O:4].[O-:12][Mn](=O)(=O)=O.[K+].OS([O-])=O.[Na+].